Task: Regression. Given a peptide amino acid sequence and an MHC pseudo amino acid sequence, predict their binding affinity value. This is MHC class I binding data.. Dataset: Peptide-MHC class I binding affinity with 185,985 pairs from IEDB/IMGT The MHC is HLA-B40:01 with pseudo-sequence HLA-B40:01. The peptide sequence is RVRRLNWAA. The binding affinity (normalized) is 0.0847.